From a dataset of Full USPTO retrosynthesis dataset with 1.9M reactions from patents (1976-2016). Predict the reactants needed to synthesize the given product. (1) The reactants are: Br[CH2:2][C:3]1[CH:8]=[C:7]([F:9])[CH:6]=[CH:5][C:4]=1[Cl:10].[Na+].[I-].[C:13]([S-:15])#[N:14].[K+]. Given the product [Cl:10][C:4]1[CH:5]=[CH:6][C:7]([F:9])=[CH:8][C:3]=1[CH2:2][N:14]=[C:13]=[S:15], predict the reactants needed to synthesize it. (2) Given the product [C:1]([O:5][C:6]([N:8]1[CH2:13][CH2:12][CH:11]([N:14]2[C:18]3=[N:19][CH:20]=[N:21][C:22]([NH:32][C:31]4[CH:30]=[CH:29][C:28]([S:25]([CH3:24])(=[O:27])=[O:26])=[CH:34][CH:33]=4)=[C:17]3[CH:16]=[N:15]2)[CH2:10][CH2:9]1)=[O:7])([CH3:4])([CH3:3])[CH3:2], predict the reactants needed to synthesize it. The reactants are: [C:1]([O:5][C:6]([N:8]1[CH2:13][CH2:12][CH:11]([N:14]2[C:18]3=[N:19][CH:20]=[N:21][C:22](Cl)=[C:17]3[CH:16]=[N:15]2)[CH2:10][CH2:9]1)=[O:7])([CH3:4])([CH3:3])[CH3:2].[CH3:24][S:25]([C:28]1[CH:34]=[CH:33][C:31]([NH2:32])=[CH:30][CH:29]=1)(=[O:27])=[O:26]. (3) Given the product [CH3:20][O:19][CH2:18][CH2:17][O:1][C:2]1[CH:3]=[CH:4][CH:5]=[C:6]2[C:11]=1[CH:10]=[C:9]([C:12]([O:14][CH3:15])=[O:13])[CH:8]=[CH:7]2, predict the reactants needed to synthesize it. The reactants are: [OH:1][C:2]1[CH:3]=[CH:4][CH:5]=[C:6]2[C:11]=1[CH:10]=[C:9]([C:12]([O:14][CH3:15])=[O:13])[CH:8]=[CH:7]2.Br[CH2:17][CH2:18][O:19][CH3:20]. (4) Given the product [O:31]1[CH2:35][CH2:34][C@H:33]([O:11][CH2:12][CH2:13][O:14][CH:15]2[CH2:16][CH2:17][NH:18][CH2:19][CH2:20]2)[CH2:32]1, predict the reactants needed to synthesize it. The reactants are: CC1C=CC(S([O:11][CH2:12][CH2:13][O:14][CH:15]2[CH2:20][CH2:19][N:18](C(OCC3C=CC=CC=3)=O)[CH2:17][CH2:16]2)(=O)=O)=CC=1.[O:31]1[CH2:35][CH2:34][C@H:33](O)[CH2:32]1. (5) Given the product [CH:23]1([C@@H:16]([C:12]2[CH:13]=[CH:14][CH:15]=[C:10]([O:9][CH2:8][C:6]3[CH:5]=[N:4][C:3]([C:26]4[CH:31]=[C:30]([O:32][CH3:33])[CH:29]=[CH:28][C:27]=4[F:34])=[C:2]([C:39]4[S:40][C:36]([CH3:35])=[CH:37][CH:38]=4)[N:7]=3)[CH:11]=2)[CH2:17][C:18]([O:20][CH2:21][CH3:22])=[O:19])[CH2:25][CH2:24]1, predict the reactants needed to synthesize it. The reactants are: Cl[C:2]1[N:7]=[C:6]([CH2:8][O:9][C:10]2[CH:11]=[C:12]([C@H:16]([CH:23]3[CH2:25][CH2:24]3)[CH2:17][C:18]([O:20][CH2:21][CH3:22])=[O:19])[CH:13]=[CH:14][CH:15]=2)[CH:5]=[N:4][C:3]=1[C:26]1[CH:31]=[C:30]([O:32][CH3:33])[CH:29]=[CH:28][C:27]=1[F:34].[CH3:35][C:36]1[S:40][C:39](B(O)O)=[CH:38][CH:37]=1.C([O-])([O-])=O.[Cs+].[Cs+]. (6) The reactants are: [CH3:1][O:2][C:3]([C:5]1[C:6]([C:10]([OH:12])=O)=[CH:7][O:8][CH:9]=1)=[O:4].[F:13][C:14]([F:24])([F:23])[S:15][C:16]1[CH:17]=[C:18]([CH:20]=[CH:21][CH:22]=1)[NH2:19]. Given the product [F:23][C:14]([F:13])([F:24])[S:15][C:16]1[CH:17]=[C:18]([NH:19][C:10]([C:6]2[C:5]([C:3]([O:2][CH3:1])=[O:4])=[CH:9][O:8][CH:7]=2)=[O:12])[CH:20]=[CH:21][CH:22]=1, predict the reactants needed to synthesize it.